From a dataset of Forward reaction prediction with 1.9M reactions from USPTO patents (1976-2016). Predict the product of the given reaction. (1) The product is: [CH2:15]([O:14][C:10](=[O:13])[CH:11]=[CH:12][C:2]1[CH:7]=[CH:6][C:5]([O:8][CH3:9])=[CH:4][CH:3]=1)[CH2:16][CH2:17][CH3:18]. Given the reactants Br[C:2]1[CH:7]=[CH:6][C:5]([O:8][CH3:9])=[CH:4][CH:3]=1.[C:10]([O:14][CH2:15][CH2:16][CH2:17][CH3:18])(=[O:13])[CH:11]=[CH2:12], predict the reaction product. (2) Given the reactants CC1[N:3]([C:8]2[CH:13]=[CH:12][CH:11]=[C:10]([CH2:14][CH3:15])[N:9]=2)C(C)=CC=1.Cl.NO.[OH-].[Na+].C(Cl)Cl, predict the reaction product. The product is: [CH2:14]([C:10]1[N:9]=[C:8]([NH2:3])[CH:13]=[CH:12][CH:11]=1)[CH3:15]. (3) Given the reactants [F-].C([N+](CCCC)(CCCC)CCCC)CCC.C([Si](C1C=CC=CC=1)(C1C=CC=CC=1)[O:24][CH:25]1[CH2:29][CH:28]([N:30]2[CH:38]=[N:37][C:36]3[C:31]2=[N:32][C:33]([NH2:40])=[N:34][C:35]=3[Cl:39])[C:27](=[CH2:41])[CH:26]1[CH2:42][O:43][C:44]([C:57]1[CH:62]=[CH:61][CH:60]=[CH:59][CH:58]=1)([C:51]1[CH:56]=[CH:55][CH:54]=[CH:53][CH:52]=1)[C:45]1[CH:50]=[CH:49][CH:48]=[CH:47][CH:46]=1)(C)(C)C, predict the reaction product. The product is: [NH2:40][C:33]1[N:34]=[C:35]([Cl:39])[CH:36]2[CH:31]([N:32]=1)[N:30]([CH:28]1[CH2:29][CH:25]([OH:24])[CH:26]([CH2:42][O:43][C:44]([C:57]3[CH:62]=[CH:61][CH:60]=[CH:59][CH:58]=3)([C:45]3[CH:46]=[CH:47][CH:48]=[CH:49][CH:50]=3)[C:51]3[CH:56]=[CH:55][CH:54]=[CH:53][CH:52]=3)[C:27]1=[CH2:41])[CH:38]=[N:37]2. (4) Given the reactants [C:1]([O:5][C:6]([N:8]1[CH2:13][CH2:12][CH:11]([N:14]2[C:18]3=[N:19][CH:20]=[N:21][C:22](Cl)=[C:17]3[CH:16]=[N:15]2)[CH2:10][CH2:9]1)=[O:7])([CH3:4])([CH3:3])[CH3:2].[CH3:24][S:25]([C:28]1[N:33]=[C:32]([CH3:34])[C:31]([OH:35])=[CH:30][CH:29]=1)(=[O:27])=[O:26].C(=O)([O-])[O-].[K+].[K+].C(OCC)(=O)C, predict the reaction product. The product is: [C:1]([O:5][C:6]([N:8]1[CH2:13][CH2:12][CH:11]([N:14]2[C:18]3=[N:19][CH:20]=[N:21][C:22]([O:35][C:31]4[C:32]([CH3:34])=[N:33][C:28]([S:25]([CH3:24])(=[O:27])=[O:26])=[CH:29][CH:30]=4)=[C:17]3[CH:16]=[N:15]2)[CH2:10][CH2:9]1)=[O:7])([CH3:4])([CH3:3])[CH3:2]. (5) Given the reactants [Cl:1][C:2]1[CH:7]=[CH:6][C:5]([C:8]2([OH:24])[CH2:13][CH2:12][NH:11][CH2:10][C:9]2([CH2:15][O:16][CH2:17][CH2:18][N:19]([CH2:22][CH3:23])[CH2:20][CH3:21])[CH3:14])=[CH:4][CH:3]=1.[C:25]([O-:28])([O-])=[O:26].[K+].[K+].BrCC[CH:34]=[C:35]1[C:41]2C=CC=NC=2COC2C=CC(C(O)(C)C)=C[C:36]1=2, predict the reaction product. The product is: [C:35]([O:28][C:25]([N:11]1[CH2:12][CH2:13][C:8]([C:5]2[CH:4]=[CH:3][C:2]([Cl:1])=[CH:7][CH:6]=2)([OH:24])[C:9]([CH2:15][O:16][CH2:17][CH2:18][N:19]([CH2:22][CH3:23])[CH2:20][CH3:21])([CH3:14])[CH2:10]1)=[O:26])([CH3:41])([CH3:36])[CH3:34]. (6) Given the reactants Cl[CH2:2][C:3]1[N:8]=[C:7]([NH2:9])[CH:6]=[CH:5][N:4]=1.[NH:10]1[CH2:15][CH2:14][O:13][CH2:12][CH2:11]1.C(N(CC)CC)C, predict the reaction product. The product is: [O:13]1[CH2:14][CH2:15][N:10]([CH2:2][C:3]2[N:8]=[C:7]([NH2:9])[CH:6]=[CH:5][N:4]=2)[CH2:11][CH2:12]1. (7) Given the reactants [CH:1]([C:3]1[CH:8]=[CH:7][C:6]([C:9]2[CH:14]=[CH:13][CH:12]=[C:11]([CH2:15][N:16]([CH3:24])[C:17](=[O:23])[O:18][C:19]([CH3:22])([CH3:21])[CH3:20])[CH:10]=2)=[CH:5][C:4]=1[CH3:25])=O.[S:26]1[CH2:30][C:29](=[O:31])[NH:28][C:27]1=[O:32], predict the reaction product. The product is: [O:32]=[C:27]1[NH:28][C:29](=[O:31])[C:30](=[CH:1][C:3]2[CH:8]=[CH:7][C:6]([C:9]3[CH:14]=[CH:13][CH:12]=[C:11]([CH2:15][N:16]([CH3:24])[C:17](=[O:23])[O:18][C:19]([CH3:21])([CH3:22])[CH3:20])[CH:10]=3)=[CH:5][C:4]=2[CH3:25])[S:26]1. (8) Given the reactants Br[C:2]1[CH:3]=[CH:4][CH:5]=[C:6]2[C:11]=1[CH:10]=[C:9]([N:12]([CH2:20][C:21]1[CH:26]=[CH:25][CH:24]=[CH:23][CH:22]=1)[CH2:13][C:14]1[CH:19]=[CH:18][CH:17]=[CH:16][CH:15]=1)[CH:8]=[CH:7]2.CCCCCC.C([Li])CCC.[CH3:38][N:39]1[CH2:44][CH2:43][C:42](=[O:45])[CH2:41][CH2:40]1, predict the reaction product. The product is: [CH2:20]([N:12]([CH2:13][C:14]1[CH:19]=[CH:18][CH:17]=[CH:16][CH:15]=1)[C:9]1[CH:10]=[C:11]2[C:6]([CH:5]=[CH:4][CH:3]=[C:2]2[C:42]2([OH:45])[CH2:43][CH2:44][N:39]([CH3:38])[CH2:40][CH2:41]2)=[CH:7][CH:8]=1)[C:21]1[CH:22]=[CH:23][CH:24]=[CH:25][CH:26]=1. (9) Given the reactants [F:1][C:2]([F:7])([F:6])[C:3]([OH:5])=[O:4].[F:8][C:9]1[CH:29]=[C:28]([C:30]2[CH:31]=[N:32][C:33]3[N:34]([C:36]([CH2:39][C:40]4[CH:41]=[C:42]5[C:47](=[CH:48][CH:49]=4)[N:46]=[CH:45][CH:44]=[CH:43]5)=[CH:37][N:38]=3)[N:35]=2)[CH:27]=[CH:26][C:10]=1[C:11]([NH:13][C@@H:14]([C:22]([CH3:25])([CH3:24])[CH3:23])[C:15]([O:17]C(C)(C)C)=[O:16])=[O:12], predict the reaction product. The product is: [F:8][C:9]1[CH:29]=[C:28]([C:30]2[CH:31]=[N:32][C:33]3[N:34]([C:36]([CH2:39][C:40]4[CH:41]=[C:42]5[C:47](=[CH:48][CH:49]=4)[N:46]=[CH:45][CH:44]=[CH:43]5)=[CH:37][N:38]=3)[N:35]=2)[CH:27]=[CH:26][C:10]=1[C:11]([NH:13][C@@H:14]([C:22]([CH3:25])([CH3:24])[CH3:23])[C:15]([OH:17])=[O:16])=[O:12].[C:3]([OH:5])([C:2]([F:7])([F:6])[F:1])=[O:4]. (10) Given the reactants [CH2:1]([O:3][C:4](=[O:19])[CH:5]([CH2:9][C:10]([C:12]1[CH:17]=CC(F)=C[CH:13]=1)=[O:11])[C:6](=[O:8])[CH3:7])[CH3:2].Cl[CH2:21]C(=O)C(C)(C)C, predict the reaction product. The product is: [CH2:1]([O:3][C:4](=[O:19])[CH:5]([C:6](=[O:8])[CH3:7])[CH2:9][C:10](=[O:11])[C:12]([CH3:13])([CH3:17])[CH3:21])[CH3:2].